This data is from Full USPTO retrosynthesis dataset with 1.9M reactions from patents (1976-2016). The task is: Predict the reactants needed to synthesize the given product. (1) The reactants are: [ClH:1].[CH2:2]([O:4][C:5]1[C:10]2[CH2:11][O:12][C@:13]3([CH3:25])[C@H:17]([C:9]=2[CH:8]=[CH:7][CH:6]=1)[CH2:16][N:15](C(OC(C)(C)C)=O)[CH2:14]3)[CH3:3]. Given the product [ClH:1].[CH2:2]([O:4][C:5]1[C:10]2[CH2:11][O:12][C@:13]3([CH3:25])[C@H:17]([C:9]=2[CH:8]=[CH:7][CH:6]=1)[CH2:16][NH:15][CH2:14]3)[CH3:3], predict the reactants needed to synthesize it. (2) Given the product [Cl:1][C:2]1[CH:7]=[CH:6][C:5]([C:8]([C:13]2[CH:14]=[C:15]3[C:20](=[CH:21][CH:22]=2)[N:19]=[CH:18][CH:17]=[C:16]3[CH2:23][CH2:24][C:25]2[CH:26]=[CH:27][CH:28]=[CH:29][CH:30]=2)=[O:9])=[CH:4][CH:3]=1, predict the reactants needed to synthesize it. The reactants are: [Cl:1][C:2]1[CH:7]=[CH:6][C:5]([C:8]2([C:13]3[CH:14]=[C:15]4[C:20](=[CH:21][CH:22]=3)[N:19]=[CH:18][CH:17]=[C:16]4[CH2:23][CH2:24][C:25]3[CH:30]=[CH:29][CH:28]=[CH:27][CH:26]=3)OCC[O:9]2)=[CH:4][CH:3]=1.[NH4+].[OH-]. (3) Given the product [CH3:19][N:2]1[CH2:3][CH2:4][C:5]2[N:6]([CH2:16][CH2:15][C:14]#[N:17])[C:7]3[CH:8]=[CH:9][CH:10]=[CH:11][C:12]=3[C:13]=2[CH2:1]1, predict the reactants needed to synthesize it. The reactants are: [CH:1]1[C:13]2[C:12]3[CH:11]=[CH:10][CH:9]=[CH:8][C:7]=3[NH:6][C:5]=2[CH:4]=[CH:3][N:2]=1.[C:14](#[N:17])[CH:15]=[CH2:16].[OH-].[CH2:19]([N+](C)(C)C)C1C=CC=CC=1. (4) Given the product [NH2:25][C:10]1[CH:11]=[C:12]([CH2:15][CH2:16][CH2:17][O:18][CH:19]2[CH2:24][CH2:23][CH2:22][CH2:21][O:20]2)[CH:13]=[CH:14][C:9]=1[OH:8], predict the reactants needed to synthesize it. The reactants are: C([O:8][C:9]1[CH:14]=[CH:13][C:12]([C:15]#[C:16][CH2:17][O:18][CH:19]2[CH2:24][CH2:23][CH2:22][CH2:21][O:20]2)=[CH:11][C:10]=1[N+:25]([O-])=O)C1C=CC=CC=1.